Dataset: Catalyst prediction with 721,799 reactions and 888 catalyst types from USPTO. Task: Predict which catalyst facilitates the given reaction. Reactant: [CH2:1]([O:3][C:4]([C:6]1[S:10][C:9]([CH3:11])=[N:8][C:7]=1OS(C1C=CC(C)=CC=1)(=O)=O)=[O:5])[CH3:2].[CH2:23]([NH2:30])[C:24]1[CH:29]=[CH:28][CH:27]=[CH:26][CH:25]=1. Product: [CH2:1]([O:3][C:4]([C:6]1[S:10][C:9]([CH3:11])=[N:8][C:7]=1[NH:30][CH2:23][C:24]1[CH:29]=[CH:28][CH:27]=[CH:26][CH:25]=1)=[O:5])[CH3:2]. The catalyst class is: 12.